This data is from Catalyst prediction with 721,799 reactions and 888 catalyst types from USPTO. The task is: Predict which catalyst facilitates the given reaction. (1) Reactant: [Cl:1][C:2]1[CH:3]=[C:4]([CH:19]=[CH:20][CH:21]=1)[CH2:5][S:6][C:7]1[N:12]=[C:11]([OH:13])[CH:10]=[C:9]([NH:14][C@H:15]([CH3:18])[CH2:16][OH:17])[N:8]=1.N1C=CC=CC=1.[S-:28][C:29]#[N:30].[K+].BrBr. Product: [Cl:1][C:2]1[CH:3]=[C:4]([CH:19]=[CH:20][CH:21]=1)[CH2:5][S:6][C:7]1[N:12]=[C:11]([OH:13])[C:10]([S:28][C:29]#[N:30])=[C:9]([NH:14][C@H:15]([CH3:18])[CH2:16][OH:17])[N:8]=1. The catalyst class is: 3. (2) Reactant: O=[C:2]([CH:8]([C:17]1[CH:22]=[CH:21][CH:20]=[CH:19][CH:18]=1)[C:9](=O)[C:10]1[CH:15]=[CH:14][CH:13]=[CH:12][CH:11]=1)[C:3]([O:5][CH2:6][CH3:7])=[O:4].O.[NH2:24][NH2:25]. Product: [C:10]1([C:9]2[C:8]([C:17]3[CH:22]=[CH:21][CH:20]=[CH:19][CH:18]=3)=[C:2]([C:3]([O:5][CH2:6][CH3:7])=[O:4])[NH:25][N:24]=2)[CH:15]=[CH:14][CH:13]=[CH:12][CH:11]=1. The catalyst class is: 8. (3) Reactant: CN(C(ON1N=NC2C=CC=CC1=2)=[N+](C)C)C.[B-](F)(F)(F)F.[NH2:23][C:24]([CH3:32])([C:28]([F:31])([F:30])[F:29])[C:25](O)=[O:26].[Cl:33][C:34]1[CH:41]=[CH:40][C:37]([CH2:38][NH2:39])=[CH:36][C:35]=1[NH:42][C:43]1[N:47]([CH3:48])[C:46]2[CH:49]=[C:50]([N:54]3[CH2:59][CH2:58][CH2:57][CH:56]([C:60]([F:63])([F:62])[F:61])[CH2:55]3)[C:51]([Cl:53])=[CH:52][C:45]=2[N:44]=1. Product: [NH2:23][C:24]([CH3:32])([C:28]([F:31])([F:30])[F:29])[C:25]([NH:39][CH2:38][C:37]1[CH:40]=[CH:41][C:34]([Cl:33])=[C:35]([NH:42][C:43]2[N:47]([CH3:48])[C:46]3[CH:49]=[C:50]([N:54]4[CH2:59][CH2:58][CH2:57][CH:56]([C:60]([F:63])([F:62])[F:61])[CH2:55]4)[C:51]([Cl:53])=[CH:52][C:45]=3[N:44]=2)[CH:36]=1)=[O:26]. The catalyst class is: 3. (4) Product: [C:15]1([CH:14]([O:2][C:1]([CH2:4][CH:5]=[CH:6][C:7]2[CH:12]=[CH:11][CH:10]=[CH:9][CH:8]=2)=[O:3])[CH3:13])[CH:20]=[CH:19][CH:18]=[CH:17][CH:16]=1. Reactant: [C:1]([CH2:4][CH:5]=[CH:6][C:7]1[CH:12]=[CH:11][CH:10]=[CH:9][CH:8]=1)([OH:3])=[O:2].[CH3:13][CH:14](O)[C:15]1[CH:20]=[CH:19][CH:18]=[CH:17][CH:16]=1.C1CCC(N=C=NC2CCCCC2)CC1. The catalyst class is: 2. (5) Reactant: [CH2:1]([N:8]1[CH2:13][CH:12]2[C@:10]([C:14](Cl)=[O:15])([CH2:11]2)[C@H:9]1[C:17]1[CH:22]=[CH:21][CH:20]=[CH:19][CH:18]=1)[C:2]1[CH:7]=[CH:6][CH:5]=[CH:4][CH:3]=1.C(N(CC)CC)C.[F:30][C:31]([F:47])([F:46])[C:32]1[CH:33]=[C:34]([C@@H:42]([NH:44][CH3:45])[CH3:43])[CH:35]=[C:36]([C:38]([F:41])([F:40])[F:39])[CH:37]=1. Product: [F:30][C:31]([F:46])([F:47])[C:32]1[CH:33]=[C:34]([C@@H:42]([N:44]([CH3:45])[C:14]([C@:10]23[CH2:11][CH:12]2[CH2:13][N:8]([CH2:1][C:2]2[CH:7]=[CH:6][CH:5]=[CH:4][CH:3]=2)[C@@H:9]3[C:17]2[CH:22]=[CH:21][CH:20]=[CH:19][CH:18]=2)=[O:15])[CH3:43])[CH:35]=[C:36]([C:38]([F:39])([F:40])[F:41])[CH:37]=1. The catalyst class is: 389.